From a dataset of TCR-epitope binding with 47,182 pairs between 192 epitopes and 23,139 TCRs. Binary Classification. Given a T-cell receptor sequence (or CDR3 region) and an epitope sequence, predict whether binding occurs between them. (1) The epitope is VLAWLYAAV. The TCR CDR3 sequence is CSVEGLPYTDTQYF. Result: 1 (the TCR binds to the epitope). (2) The epitope is FLLNKEMYL. The TCR CDR3 sequence is CATSDRMDNEQFF. Result: 0 (the TCR does not bind to the epitope). (3) The epitope is EILDITPCSF. The TCR CDR3 sequence is CASSFLAGGQDEQFF. Result: 1 (the TCR binds to the epitope). (4) The epitope is LPRRSGAAGA. Result: 0 (the TCR does not bind to the epitope). The TCR CDR3 sequence is CASSPQGKTQYF. (5) The epitope is VLWAHGFEL. The TCR CDR3 sequence is CASSSGWGVGTEAFF. Result: 1 (the TCR binds to the epitope).